Dataset: Forward reaction prediction with 1.9M reactions from USPTO patents (1976-2016). Task: Predict the product of the given reaction. (1) Given the reactants [F:1][C:2]1[CH:7]=[CH:6][C:5]([C:8]2[O:9][C:10]3[CH:20]=[C:19]([N:21]([CH3:26])[S:22]([CH3:25])(=[O:24])=[O:23])[C:18](C4C=CC=C(B5OC(C)(C)C(C)(C)O5)C=4)=[CH:17][C:11]=3[C:12]=2[C:13]([NH:15][CH3:16])=[O:14])=[CH:4][CH:3]=1.[CH2:42]([O:49][C:50]1[C:51]([C:57]2[C:65]([CH2:66][OH:67])=[C:60]3[CH:61]=[CH:62][CH:63]=[CH:64][N:59]3[N:58]=2)=[N:52][C:53](Cl)=[CH:54][CH:55]=1)[C:43]1[CH:48]=[CH:47][CH:46]=[CH:45][CH:44]=1.CC(C1C=C(C(C)C)C(C2C=CC=CC=2P(C2CCCCC2)C2CCCCC2)=C(C(C)C)C=1)C.[O-]P([O-])([O-])=O.[K+].[K+].[K+], predict the reaction product. The product is: [CH2:42]([O:49][C:50]1[CH:55]=[CH:54][C:53]([C:18]2[C:19]([N:21]([CH3:26])[S:22]([CH3:25])(=[O:23])=[O:24])=[CH:20][C:10]3[O:9][C:8]([C:5]4[CH:4]=[CH:3][C:2]([F:1])=[CH:7][CH:6]=4)=[C:12]([C:13]([NH:15][CH3:16])=[O:14])[C:11]=3[CH:17]=2)=[N:52][C:51]=1[C:57]1[C:65]([CH2:66][OH:67])=[C:60]2[CH:61]=[CH:62][CH:63]=[CH:64][N:59]2[N:58]=1)[C:43]1[CH:44]=[CH:45][CH:46]=[CH:47][CH:48]=1. (2) Given the reactants [CH3:1][CH:2]([CH3:18])[CH2:3][C:4]1[NH:5][N:6]=[C:7]2[C:16]=1[C:15]1[CH:14]=[CH:13][CH:12]=[CH:11][C:10]=1[N:9]=[C:8]2[NH2:17].C(=O)([O-])[O-].[K+].[K+].[Cl:25][CH2:26][CH2:27][CH2:28]I.CN(C=O)C, predict the reaction product. The product is: [Cl:25][CH2:26][CH2:27][CH2:28][N:5]1[C:4]([CH2:3][CH:2]([CH3:18])[CH3:1])=[C:16]2[C:7]([C:8]([NH2:17])=[N:9][C:10]3[CH:11]=[CH:12][CH:13]=[CH:14][C:15]=32)=[N:6]1. (3) The product is: [F:3][C:4]([F:13])([S:9]([OH:1])(=[O:11])=[O:10])[C:5]([O-:7])=[O:6].[Na+:2]. Given the reactants [OH-:1].[Na+:2].[F:3][C:4]([F:13])([S:9](F)(=[O:11])=[O:10])[C:5]([O:7]C)=[O:6], predict the reaction product. (4) Given the reactants [CH3:1][O:2][CH2:3][C:4]1[CH:9]=[C:8]([C:10]2[O:14][N:13]=[C:12]([C:15]3[CH:16]=[C:17]([CH2:21][C:22](O)=[O:23])[CH:18]=[CH:19][CH:20]=3)[N:11]=2)[CH:7]=[CH:6][C:5]=1[C:25]1[CH:30]=[CH:29][CH:28]=[CH:27][C:26]=1[CH3:31].CCN(C(C)C)C(C)C.CN(C(ON1N=NC2C=CC=NC1=2)=[N+](C)C)C.F[P-](F)(F)(F)(F)F.Cl.[CH3:66][O:67][C:68](=[O:71])[CH2:69][NH2:70], predict the reaction product. The product is: [CH3:1][O:2][CH2:3][C:4]1[CH:9]=[C:8]([C:10]2[O:14][N:13]=[C:12]([C:15]3[CH:16]=[C:17]([CH2:21][C:22]([NH:70][CH2:69][C:68]([O:67][CH3:66])=[O:71])=[O:23])[CH:18]=[CH:19][CH:20]=3)[N:11]=2)[CH:7]=[CH:6][C:5]=1[C:25]1[CH:30]=[CH:29][CH:28]=[CH:27][C:26]=1[CH3:31]. (5) Given the reactants [C:1]([C:5]1[CH:10]=[CH:9][C:8]([C:11]([C:19]2[CH:24]=[CH:23][CH:22]=[CH:21][CH:20]=2)([C:13]2[NH:14][CH2:15][CH2:16][CH2:17][N:18]=2)O)=[CH:7][CH:6]=1)([CH3:4])([CH3:3])[CH3:2].O=S(Cl)[Cl:27], predict the reaction product. The product is: [C:1]([C:5]1[CH:10]=[CH:9][C:8]([C:11]([Cl:27])([C:19]2[CH:24]=[CH:23][CH:22]=[CH:21][CH:20]=2)[C:13]2[NH:14][CH2:15][CH2:16][CH2:17][N:18]=2)=[CH:7][CH:6]=1)([CH3:4])([CH3:3])[CH3:2].